From a dataset of Reaction yield outcomes from USPTO patents with 853,638 reactions. Predict the reaction yield, written as a fraction of the theoretical maximum amount of product (1.0 means a 100% yield; for example, 0.34 means a 34% yield). (1) The reactants are [N:1]1[CH:6]=[CH:5][CH:4]=[C:3]([C:7]([S:9]C)=S)[CH:2]=1.[NH2:11][CH2:12][C:13]([NH:15][CH:16]1[CH2:18][CH2:17]1)=[O:14].C(N(CC)CC)C. The catalyst is CO.C(OCC)(=O)C. The product is [CH:16]1([NH:15][C:13](=[O:14])[CH2:12][NH:11][C:7]([C:3]2[CH:2]=[N:1][CH:6]=[CH:5][CH:4]=2)=[S:9])[CH2:18][CH2:17]1. The yield is 0.830. (2) The reactants are [H-].[Na+].[Cl:3][C:4]1[CH:9]=[CH:8][C:7]([C:10]2[N:11]=[C:12]([C:15]([NH:17][CH:18]3[CH2:20][CH2:19]3)=[O:16])[S:13][CH:14]=2)=[CH:6][CH:5]=1.[CH3:21]I. The catalyst is CN(C=O)C. The product is [Cl:3][C:4]1[CH:5]=[CH:6][C:7]([C:10]2[N:11]=[C:12]([C:15]([N:17]([CH:18]3[CH2:19][CH2:20]3)[CH3:21])=[O:16])[S:13][CH:14]=2)=[CH:8][CH:9]=1. The yield is 0.904. (3) The reactants are FC(F)(F)C(O)=O.[I:8][C:9]1[C:17]2[C:12](=[CH:13][CH:14]=[C:15]([NH2:18])[CH:16]=2)[NH:11][N:10]=1.[CH:19]([O:22][CH:23]([C:27]1[CH:32]=[CH:31][CH:30]=[CH:29][CH:28]=1)[C:24](O)=[O:25])([CH3:21])[CH3:20].CN(C(ON1N=NC2C=CC=CC1=2)=[N+](C)C)C.[B-](F)(F)(F)F.CCN(C(C)C)C(C)C.CO[Na]. The catalyst is CN(C=O)C. The product is [I:8][C:9]1[C:17]2[C:12](=[CH:13][CH:14]=[C:15]([NH:18][C:24](=[O:25])[CH:23]([O:22][CH:19]([CH3:20])[CH3:21])[C:27]3[CH:32]=[CH:31][CH:30]=[CH:29][CH:28]=3)[CH:16]=2)[NH:11][N:10]=1. The yield is 0.400. (4) The reactants are C([N-]C(C)C)(C)C.[Li+].[CH3:9][O:10][C:11](=[O:22])[CH2:12][C:13]1[CH:18]=[CH:17][C:16]([O:19][CH3:20])=[C:15]([F:21])[CH:14]=1.I[CH2:24][CH:25]1[CH2:29][CH2:28][CH2:27][CH2:26]1. The catalyst is O1CCCC1.CN1CCCN(C)C1=O.CN1CCCN(C)C1=O. The product is [CH3:9][O:10][C:11](=[O:22])[CH:12]([C:13]1[CH:18]=[CH:17][C:16]([O:19][CH3:20])=[C:15]([F:21])[CH:14]=1)[CH2:24][CH:25]1[CH2:29][CH2:28][CH2:27][CH2:26]1. The yield is 0.838.